This data is from Catalyst prediction with 721,799 reactions and 888 catalyst types from USPTO. The task is: Predict which catalyst facilitates the given reaction. (1) Reactant: ClC1[CH:7]=[C:6]([C:8]2[C:13]([C:14]([F:17])([F:16])[F:15])=[CH:12][CH:11]=[CH:10][N:9]=2)[CH:5]=[C:4](Cl)[N:3]=1.C([Sn](CCCC)(CCCC)[C:24]([O:26]CC)=[CH2:25])CCC.[Cl-].[Li+].Cl.[Cl-].[NH4+:41]. The catalyst class is: 185. Product: [F:17][C:14]([F:15])([F:16])[C:13]1[C:8]([C:6]2[CH:5]=[C:4]([C:24](=[O:26])[CH3:25])[N:3]=[N:41][CH:7]=2)=[N:9][CH:10]=[CH:11][CH:12]=1. (2) Reactant: [NH:1]1[C:9]2[C:4](=[CH:5][CH:6]=[CH:7][CH:8]=2)[CH2:3][C:2]1=[O:10].[S:11]([Cl:15])(=O)(=[O:13])[OH:12]. Product: [Cl:15][S:11]([C:6]1[CH:7]=[CH:8][C:9]2[C:4](=[CH:3][C:2](=[O:10])[N:1]=2)[CH:5]=1)(=[O:13])=[O:12]. The catalyst class is: 6. (3) Reactant: O[CH2:2][CH:3]1[CH2:8][CH2:7][CH2:6][N:5]([CH3:9])[CH2:4]1.N1C=CC=CC=1.[Br:16]P(Br)(C1C=CC=CC=1)(C1C=CC=CC=1)C1C=CC=CC=1. Product: [Br:16][CH2:2][CH:3]1[CH2:8][CH2:7][CH2:6][N:5]([CH3:9])[CH2:4]1. The catalyst class is: 10. (4) Reactant: [F:1][C:2]1[CH:7]=[CH:6][C:5]([C:8]2[N:9]=[C:10]([CH:13]([CH3:16])[C:14]#[N:15])[S:11][CH:12]=2)=[CH:4][CH:3]=1.B.CO.Cl. The catalyst class is: 1. Product: [F:1][C:2]1[CH:3]=[CH:4][C:5]([C:8]2[N:9]=[C:10]([CH:13]([CH3:16])[CH2:14][NH2:15])[S:11][CH:12]=2)=[CH:6][CH:7]=1. (5) Reactant: Cl[C:2]1[N:7]=[C:6]([NH2:8])[CH:5]=[CH:4][N:3]=1.Cl.[CH3:10][O:11][CH:12]1[CH2:17][CH2:16][NH:15][CH2:14][CH2:13]1.C([O-])([O-])=O.[Cs+].[Cs+]. Product: [CH3:10][O:11][CH:12]1[CH2:17][CH2:16][N:15]([C:2]2[N:7]=[C:6]([NH2:8])[CH:5]=[CH:4][N:3]=2)[CH2:14][CH2:13]1. The catalyst class is: 3. (6) Reactant: [Cl:1][C:2]1[CH:3]=[C:4]([CH:46]=[CH:47][C:48]=1[F:49])[CH2:5][N:6]1[CH2:15][CH2:14][C:13]2[C:12]([C:16]([N:18]([CH3:37])[CH2:19][C@H:20]([O:30][CH:31]3[CH2:36][CH2:35][CH2:34][CH2:33][O:32]3)[C:21]([CH3:29])([CH3:28])[CH2:22]OS(C)(=O)=O)=[O:17])=[N:11][C:10]([O:38]S(C)(=O)=O)=[C:9]([O:43][CH3:44])[C:8]=2[C:7]1=[O:45].C([O-])([O-])=O.[Cs+].[Cs+].O. Product: [Cl:1][C:2]1[CH:3]=[C:4]([CH:46]=[CH:47][C:48]=1[F:49])[CH2:5][N:6]1[CH2:15][CH2:14][C:13]2[C:8](=[C:9]([O:43][CH3:44])[C:10](=[O:38])[N:11]3[CH2:29][C:21]([CH3:28])([CH3:22])[C@@H:20]([O:30][CH:31]4[CH2:36][CH2:35][CH2:34][CH2:33][O:32]4)[CH2:19][N:18]([CH3:37])[C:16](=[O:17])[C:12]3=2)[C:7]1=[O:45]. The catalyst class is: 44. (7) Reactant: [C:1]1([C:7]2[NH:8][C:9]3[CH:15]=[CH:14][CH:13]=[CH:12][C:10]=3[N:11]=2)[CH:6]=[CH:5][CH:4]=[CH:3][CH:2]=1.[Br:16][CH2:17][CH2:18][CH2:19][CH2:20]Br.C(=O)([O-])[O-].[Cs+].[Cs+]. Product: [Br:16][CH2:17][CH2:18][CH2:19][CH2:20][N:11]1[C:10]2[CH:12]=[CH:13][CH:14]=[CH:15][C:9]=2[N:8]=[C:7]1[C:1]1[CH:2]=[CH:3][CH:4]=[CH:5][CH:6]=1. The catalyst class is: 21. (8) Reactant: [C:1]1([CH:9]=O)[CH:6]=[CH:5][CH:4]=[C:3]([CH:7]=[O:8])[CH:2]=1.C([C:13](CC)([C:17]([O-:19])=[O:18])[C:14]([O-:16])=[O:15])C.N1CCC[CH2:24][CH2:23]1.[CH3:28][C:29](O)=O. Product: [CH:7]([C:3]1[CH:2]=[C:1]([CH:9]=[C:13]([C:17]([O:19][CH2:28][CH3:29])=[O:18])[C:14]([O:16][CH2:23][CH3:24])=[O:15])[CH:6]=[CH:5][CH:4]=1)=[O:8]. The catalyst class is: 11. (9) Reactant: [F:1][C:2]1([F:21])[O:6][C:5]2[CH:7]=[CH:8][C:9]([N:11]3[CH2:15][C:14](=[CH2:16])[S:13]/[C:12]/3=[N:17]\C(=O)C)=[CH:10][C:4]=2[O:3]1.Cl. Product: [F:21][C:2]1([F:1])[O:6][C:5]2[CH:7]=[CH:8][C:9]([N:11]3[CH:15]=[C:14]([CH3:16])[S:13][C:12]3=[NH:17])=[CH:10][C:4]=2[O:3]1. The catalyst class is: 40.